This data is from NCI-60 drug combinations with 297,098 pairs across 59 cell lines. The task is: Regression. Given two drug SMILES strings and cell line genomic features, predict the synergy score measuring deviation from expected non-interaction effect. Drug 1: CN1CCC(CC1)COC2=C(C=C3C(=C2)N=CN=C3NC4=C(C=C(C=C4)Br)F)OC. Drug 2: CC12CCC3C(C1CCC2=O)CC(=C)C4=CC(=O)C=CC34C. Cell line: UACC-257. Synergy scores: CSS=14.3, Synergy_ZIP=-1.72, Synergy_Bliss=-1.84, Synergy_Loewe=-3.46, Synergy_HSA=-1.66.